Dataset: Full USPTO retrosynthesis dataset with 1.9M reactions from patents (1976-2016). Task: Predict the reactants needed to synthesize the given product. (1) The reactants are: [Cl:1][C:2]1[CH:7]=[C:6]([F:8])[CH:5]=[CH:4][C:3]=1[SH:9].[H-].[Na+].[H][H].[Br:14][CH2:15][CH2:16][CH2:17]Br. Given the product [Cl:1][C:2]1[CH:7]=[C:6]([F:8])[CH:5]=[CH:4][C:3]=1[S:9][CH2:17][CH2:16][CH2:15][Br:14], predict the reactants needed to synthesize it. (2) Given the product [CH2:1]([O:15][NH:16][C:17]1[CH:27]=[CH:26][CH:25]=[CH:24][C:18]=1[C:19]([O:21][CH2:22][CH3:23])=[O:20])[C:2]1[CH:7]=[CH:6][CH:5]=[CH:4][CH:3]=1, predict the reactants needed to synthesize it. The reactants are: [CH2:1](Br)[C:2]1[CH:7]=[CH:6][CH:5]=[CH:4][CH:3]=1.C(=O)([O-])[O-].[Cs+].[Cs+].[OH:15][NH:16][C:17]1[CH:27]=[CH:26][CH:25]=[CH:24][C:18]=1[C:19]([O:21][CH2:22][CH3:23])=[O:20]. (3) The reactants are: [CH2:1]([O:8][C:9]1[CH:13]=[C:12]([C:14](OC)=[O:15])[N:11]([C:18]2[CH:23]=[CH:22][CH:21]=[CH:20][CH:19]=2)[N:10]=1)[C:2]1[CH:7]=[CH:6][CH:5]=[CH:4][CH:3]=1.[NH2:24][OH:25].[OH-].[Na+]. Given the product [OH:25][NH:24][C:14]([C:12]1[N:11]([C:18]2[CH:23]=[CH:22][CH:21]=[CH:20][CH:19]=2)[N:10]=[C:9]([O:8][CH2:1][C:2]2[CH:7]=[CH:6][CH:5]=[CH:4][CH:3]=2)[CH:13]=1)=[O:15], predict the reactants needed to synthesize it. (4) Given the product [Cl:1][C:2]1[CH:10]=[CH:9][C:8]2[N:7](/[CH:34]=[C:35](/[C:37]3[CH:42]=[CH:41][C:40]([F:43])=[CH:39][CH:38]=3)\[CH3:36])[C:6]3[CH2:11][CH:12]([CH3:16])[N:13]([CH3:15])[CH2:14][C:5]=3[C:4]=2[CH:3]=1, predict the reactants needed to synthesize it. The reactants are: [Cl:1][C:2]1[CH:10]=[CH:9][C:8]2[NH:7][C:6]3[CH2:11][CH:12]([CH3:16])[N:13]([CH3:15])[CH2:14][C:5]=3[C:4]=2[CH:3]=1.N1CCC[C@H]1C(O)=O.P([O-])([O-])([O-])=O.[K+].[K+].[K+].Br[CH:34]=[C:35]([C:37]1[CH:42]=[CH:41][C:40]([F:43])=[CH:39][CH:38]=1)[CH3:36]. (5) The reactants are: [NH:1]1[CH2:8][CH2:7][CH2:6][C@H:2]1[C:3]([OH:5])=[O:4].[O:9]=C(CCC([O-])=O)C([O-])=O. Given the product [OH:9][C@@H:6]1[CH2:7][CH2:8][NH:1][C@@H:2]1[C:3]([OH:5])=[O:4], predict the reactants needed to synthesize it. (6) Given the product [CH3:24][O:25][C:26](=[O:44])[C@@H:27]([NH:43][C:2]([C:4]1[CH:5]=[C:6]([C:14]2[CH:15]=[CH:16][C:17]([C:20]([F:22])([F:23])[F:21])=[CH:18][CH:19]=2)[CH:7]=[CH:8][C:9]=1[O:10][C:11](=[O:13])[CH3:12])=[O:3])[CH2:28][C:29]1[CH:34]=[CH:33][C:32]([C:35]2[CH:40]=[CH:39][C:38]([F:41])=[C:37]([Cl:42])[CH:36]=2)=[CH:31][CH:30]=1, predict the reactants needed to synthesize it. The reactants are: Cl[C:2]([C:4]1[CH:5]=[C:6]([C:14]2[CH:19]=[CH:18][C:17]([C:20]([F:23])([F:22])[F:21])=[CH:16][CH:15]=2)[CH:7]=[CH:8][C:9]=1[O:10][C:11](=[O:13])[CH3:12])=[O:3].[CH3:24][O:25][C:26](=[O:44])[C@@H:27]([NH2:43])[CH2:28][C:29]1[CH:34]=[CH:33][C:32]([C:35]2[CH:40]=[CH:39][C:38]([F:41])=[C:37]([Cl:42])[CH:36]=2)=[CH:31][CH:30]=1. (7) Given the product [CH3:1][O:2][C:3]1[C:4](=[O:31])[C:5]([CH3:30])=[C:6]([CH2:12][C:13]2[CH:14]=[CH:15][C:16]([C:22]3[CH:27]=[CH:26][C:25]([O:28][CH3:29])=[CH:24][CH:23]=3)=[C:17]([CH:21]=2)[C:18]([NH:40][C:37]2[CH:38]=[CH:39][C:34]([O:33][CH3:32])=[CH:35][CH:36]=2)=[O:19])[C:7](=[O:11])[C:8]=1[O:9][CH3:10], predict the reactants needed to synthesize it. The reactants are: [CH3:1][O:2][C:3]1[C:4](=[O:31])[C:5]([CH3:30])=[C:6]([CH2:12][C:13]2[CH:14]=[CH:15][C:16]([C:22]3[CH:27]=[CH:26][C:25]([O:28][CH3:29])=[CH:24][CH:23]=3)=[C:17]([CH:21]=2)[C:18](O)=[O:19])[C:7](=[O:11])[C:8]=1[O:9][CH3:10].[CH3:32][O:33][C:34]1[CH:39]=[CH:38][C:37]([NH2:40])=[CH:36][CH:35]=1.C(N(CC)CC)C.[Cl-].ClC1N(C)CC[NH+]1C. (8) Given the product [C:27]([O:26][C:24]([N:21]1[CH2:22][CH2:23][C:18]([CH2:17][O:16][CH:11]([C:9]2[C:8]3[C:4](=[CH:5][N:6]([CH2:38][O:39][CH2:40][CH2:41][Si:42]([CH3:43])([CH3:44])[CH3:45])[N:7]=3)[CH:3]=[C:2]([Cl:1])[CH:10]=2)[C:12]([OH:14])=[O:13])([C:31]2[CH:36]=[CH:35][C:34]([F:37])=[CH:33][CH:32]=2)[CH2:19][CH2:20]1)=[O:25])([CH3:30])([CH3:29])[CH3:28], predict the reactants needed to synthesize it. The reactants are: [Cl:1][C:2]1[CH:10]=[C:9]([CH:11]([O:16][CH2:17][C:18]2([C:31]3[CH:36]=[CH:35][C:34]([F:37])=[CH:33][CH:32]=3)[CH2:23][CH2:22][N:21]([C:24]([O:26][C:27]([CH3:30])([CH3:29])[CH3:28])=[O:25])[CH2:20][CH2:19]2)[C:12]([O:14]C)=[O:13])[C:8]2[C:4](=[CH:5][N:6]([CH2:38][O:39][CH2:40][CH2:41][Si:42]([CH3:45])([CH3:44])[CH3:43])[N:7]=2)[CH:3]=1.O.[OH-].[Li+]. (9) The reactants are: [Br:1][C:2]1[CH:12]=[CH:11][C:5]([O:6][CH2:7][C:8]([NH2:10])=[O:9])=[C:4]([C:13]#[N:14])[CH:3]=1.[NH:15]1[CH2:20][CH2:19][CH2:18][CH2:17][CH2:16]1.N1CCC[CH2:22]1. Given the product [Br:1][C:2]1[CH:12]=[CH:11][C:5]2[O:6][C:7]3[C:8](=[O:9])[NH:10][C:19]([CH2:20][N:15]4[CH2:16][CH2:17][CH2:18][CH2:22]4)=[N:14][C:13]=3[C:4]=2[CH:3]=1, predict the reactants needed to synthesize it. (10) Given the product [Cl:1][C:2]1[CH:14]=[CH:13][CH:12]=[CH:11][C:3]=1[O:4][CH2:5][CH2:6][CH2:7][C:8]([Cl:17])=[O:9], predict the reactants needed to synthesize it. The reactants are: [Cl:1][C:2]1[CH:14]=[CH:13][CH:12]=[CH:11][C:3]=1[O:4][CH2:5][CH2:6][CH2:7][C:8](O)=[O:9].S(Cl)([Cl:17])=O.